From a dataset of Catalyst prediction with 721,799 reactions and 888 catalyst types from USPTO. Predict which catalyst facilitates the given reaction. (1) Reactant: [C:1]([C@H:4]([CH2:31][CH2:32][O:33][CH3:34])[CH2:5][C:6]1([C:11]([NH:13][C@@H:14]([CH2:21][CH2:22][O:23][C:24]2[CH:29]=[CH:28][C:27]([Cl:30])=[CH:26][CH:25]=2)[CH2:15][C:16]([O:18]CC)=[O:17])=[O:12])[CH2:10][CH2:9][CH2:8][CH2:7]1)([OH:3])=[O:2].[OH-].[Na+]. Product: [C:1]([C@H:4]([CH2:31][CH2:32][O:33][CH3:34])[CH2:5][C:6]1([C:11]([NH:13][C@@H:14]([CH2:21][CH2:22][O:23][C:24]2[CH:29]=[CH:28][C:27]([Cl:30])=[CH:26][CH:25]=2)[CH2:15][C:16]([OH:18])=[O:17])=[O:12])[CH2:10][CH2:9][CH2:8][CH2:7]1)([OH:3])=[O:2]. The catalyst class is: 12. (2) Reactant: C[O:2][C:3](=[O:26])[CH2:4][CH2:5][N:6]1[CH2:11][CH2:10][CH:9]([O:12][C:13]2[CH:18]=[CH:17][C:16]([O:19][C:20]3[CH:25]=[CH:24][CH:23]=[CH:22][CH:21]=3)=[CH:15][CH:14]=2)[CH2:8][CH2:7]1.[OH-].[Na+]. Product: [O:19]([C:16]1[CH:15]=[CH:14][C:13]([O:12][CH:9]2[CH2:10][CH2:11][N:6]([CH2:5][CH2:4][C:3]([OH:26])=[O:2])[CH2:7][CH2:8]2)=[CH:18][CH:17]=1)[C:20]1[CH:21]=[CH:22][CH:23]=[CH:24][CH:25]=1. The catalyst class is: 24. (3) Reactant: [Cl:1][C:2]1[C:6]([CH2:7][O:8][C:9]2[C:14]([F:15])=[CH:13][C:12]([CH2:16][CH2:17][C:18]([O:20]CC)=[O:19])=[CH:11][C:10]=2[F:23])=[C:5]([C:24]2[CH:29]=[CH:28][C:27]([CH2:30][CH3:31])=[CH:26][CH:25]=2)[S:4][N:3]=1.C(O)(C(F)(F)F)=O. Product: [Cl:1][C:2]1[C:6]([CH2:7][O:8][C:9]2[C:14]([F:15])=[CH:13][C:12]([CH2:16][CH2:17][C:18]([OH:20])=[O:19])=[CH:11][C:10]=2[F:23])=[C:5]([C:24]2[CH:25]=[CH:26][C:27]([CH2:30][CH3:31])=[CH:28][CH:29]=2)[S:4][N:3]=1. The catalyst class is: 2. (4) Reactant: [CH2:1]([N:8]1[CH2:13][CH2:12][CH:11]([NH:14][S:15]([C:18]2[C:27]3[C:22](=[CH:23][CH:24]=[CH:25][CH:26]=3)[C:21]([C:28]([OH:30])=O)=[CH:20][CH:19]=2)(=[O:17])=[O:16])[CH2:10][CH2:9]1)[C:2]1[CH:7]=[CH:6][CH:5]=[CH:4][CH:3]=1.Cl.[CH3:32][O:33][NH:34][CH3:35].N=C=N.C(N(CC)CC)C.C1C=NC2N(O)N=NC=2C=1. Product: [CH3:32][O:33][N:34]([CH3:35])[C:28]([C:21]1[C:22]2[C:27](=[CH:26][CH:25]=[CH:24][CH:23]=2)[C:18]([S:15](=[O:17])(=[O:16])[NH:14][CH:11]2[CH2:10][CH2:9][N:8]([CH2:1][C:2]3[CH:3]=[CH:4][CH:5]=[CH:6][CH:7]=3)[CH2:13][CH2:12]2)=[CH:19][CH:20]=1)=[O:30]. The catalyst class is: 26. (5) Reactant: [F:1][C:2]1[CH:20]=[CH:19][C:5]([CH2:6][C:7]2[CH:8]=[N:9][C:10]3[N:11]([N:13]=[CH:14][C:15]=3[C:16](Cl)=[O:17])[CH:12]=2)=[CH:4][C:3]=1[C:21]([F:24])([F:23])[F:22].[OH:25][CH2:26][CH2:27][NH:28][C:29](=[O:31])[CH3:30]. Product: [F:1][C:2]1[CH:20]=[CH:19][C:5]([CH2:6][C:7]2[CH:8]=[N:9][C:10]3[N:11]([N:13]=[CH:14][C:15]=3[C:16]([O:25][CH2:26][CH2:27][NH:28][C:29](=[O:31])[CH3:30])=[O:17])[CH:12]=2)=[CH:4][C:3]=1[C:21]([F:24])([F:23])[F:22]. The catalyst class is: 79. (6) Reactant: [Br:1][C:2]1[CH:3]=[N:4][C:5](Cl)=[N:6][CH:7]=1.[NH2:9][C:10]1[CH:15]=[CH:14][C:13]([SH:16])=[CH:12][CH:11]=1.C([O-])([O-])=O.[K+].[K+].O. Product: [Br:1][C:2]1[CH:3]=[N:4][C:5]([S:16][C:13]2[CH:14]=[CH:15][C:10]([NH2:9])=[CH:11][CH:12]=2)=[N:6][CH:7]=1. The catalyst class is: 16. (7) The catalyst class is: 39. Reactant: C(P1(=O)OP(CCC)(=O)OP(CCC)(=O)O1)CC.CCCP(O)(O)=O.[CH3:26][N:27]1[C:32]2=[CH:33][N:34]([CH2:43][CH2:44][CH2:45][C:46]([OH:48])=O)[C:35]([C:36]3[CH:37]=[C:38]([CH3:42])[CH:39]=[CH:40][CH:41]=3)=[C:31]2[C:30](=[O:49])[N:29]([CH3:50])[C:28]1=[O:51]. Product: [CH3:26][N:27]1[C:32]2=[C:33]3[N:34]([C:35]([C:36]4[CH:37]=[C:38]([CH3:42])[CH:39]=[CH:40][CH:41]=4)=[C:31]2[C:30](=[O:49])[N:29]([CH3:50])[C:28]1=[O:51])[CH2:43][CH2:44][CH2:45][C:46]3=[O:48].